This data is from Forward reaction prediction with 1.9M reactions from USPTO patents (1976-2016). The task is: Predict the product of the given reaction. (1) Given the reactants Cl[C:2]1[CH:3]=[C:4]([CH:9]=[CH:10][N:11]=1)[C:5]([O:7][CH3:8])=[O:6].[Cl-].[F:13][C:14]1[CH:15]=[C:16]([CH:19]=[CH:20][CH:21]=1)[CH2:17][Zn+], predict the reaction product. The product is: [F:13][C:14]1[CH:15]=[C:16]([CH:19]=[CH:20][CH:21]=1)[CH2:17][C:2]1[CH:3]=[C:4]([CH:9]=[CH:10][N:11]=1)[C:5]([O:7][CH3:8])=[O:6]. (2) The product is: [C:1]([O:5][C:6]([N:8]1[CH2:12][CH:11]2[CH:13]([CH2:33][O:34][CH3:36])[CH:14]([N:16]3[CH2:20][CH2:19][CH:18]([NH:21][C:22]([O:24][CH2:25][C:26]4[CH:31]=[CH:30][CH:29]=[CH:28][CH:27]=4)=[O:23])[C:17]3=[O:32])[CH2:15][CH:10]2[CH2:9]1)=[O:7])([CH3:4])([CH3:3])[CH3:2]. Given the reactants [C:1]([O:5][C:6]([N:8]1[CH2:12][CH:11]2[CH:13]([CH2:33][OH:34])[CH:14]([N:16]3[CH2:20][CH2:19][CH:18]([NH:21][C:22]([O:24][CH2:25][C:26]4[CH:31]=[CH:30][CH:29]=[CH:28][CH:27]=4)=[O:23])[C:17]3=[O:32])[CH2:15][CH:10]2[CH2:9]1)=[O:7])([CH3:4])([CH3:3])[CH3:2].I[CH3:36], predict the reaction product. (3) Given the reactants [O:1]=[C:2]1[NH:8][C:7]2[CH:9]=[CH:10][CH:11]=[N:12][C:6]=2[N:5]2[CH2:13][CH2:14][N:15]([C:17]([O:19]C(C)(C)C)=O)[CH2:16][CH:4]2[CH2:3]1.FC(F)(F)C(O)=O.[F:31][C:32]1[CH:40]=[CH:39][C:35](C(Cl)=O)=[CH:34][CH:33]=1, predict the reaction product. The product is: [F:31][C:32]1[CH:40]=[CH:39][C:35]([C:17]([N:15]2[CH2:14][CH2:13][N:5]3[C:6]4[N:12]=[CH:11][CH:10]=[CH:9][C:7]=4[NH:8][C:2](=[O:1])[CH2:3][CH:4]3[CH2:16]2)=[O:19])=[CH:34][CH:33]=1. (4) Given the reactants S([O-])([O-])(=O)=O.[NH4+].[NH4+].[CH2:8]([O:10][C:11](=[O:23])[C:12]([NH:19][C:20](=O)[CH3:21])=[C:13]([NH:15][CH:16]1[CH2:18][CH2:17]1)[CH3:14])[CH3:9].C[Si](C)(C)N[Si](C)(C)C, predict the reaction product. The product is: [CH2:8]([O:10][C:11]([C:12]1[N:19]=[C:20]([CH3:21])[N:15]([CH:16]2[CH2:18][CH2:17]2)[C:13]=1[CH3:14])=[O:23])[CH3:9].